This data is from Reaction yield outcomes from USPTO patents with 853,638 reactions. The task is: Predict the reaction yield, written as a fraction of the theoretical maximum amount of product (1.0 means a 100% yield; for example, 0.34 means a 34% yield). The reactants are Cl[C:2]1[C:11]2[C:6](=[CH:7][C:8]([O:14][CH2:15][CH2:16][CH2:17][N:18]3[CH2:23][CH2:22][O:21][CH2:20][CH2:19]3)=[C:9]([O:12][CH3:13])[CH:10]=2)[N:5]=[CH:4][N:3]=1.Cl.[NH2:25][C:26]1[NH:30][N:29]=[C:28]([CH2:31][C:32]([O:34][CH3:35])=[O:33])[CH:27]=1. The catalyst is CC(O)CCC. The product is [CH3:13][O:12][C:9]1[CH:10]=[C:11]2[C:6](=[CH:7][C:8]=1[O:14][CH2:15][CH2:16][CH2:17][N:18]1[CH2:23][CH2:22][O:21][CH2:20][CH2:19]1)[N:5]=[CH:4][N:3]=[C:2]2[NH:25][C:26]1[NH:30][N:29]=[C:28]([CH2:31][C:32]([O:34][CH3:35])=[O:33])[CH:27]=1. The yield is 0.850.